Dataset: Reaction yield outcomes from USPTO patents with 853,638 reactions. Task: Predict the reaction yield, written as a fraction of the theoretical maximum amount of product (1.0 means a 100% yield; for example, 0.34 means a 34% yield). (1) No catalyst specified. The reactants are Cl[C:2]1[C:7]([C:8]([NH2:10])=[O:9])=[CH:6][N:5]=[C:4](Cl)C=1.[O:12]([C:19]1[CH:24]=[CH:23][C:22]([OH:25])=[CH:21][CH:20]=1)[C:13]1[CH:18]=[CH:17][CH:16]=[CH:15][CH:14]=1.[NH:26]1[CH2:31][CH2:30][CH2:29][CH:28]([NH:32][C:33](=[O:39])OC(C)(C)C)[CH2:27]1.C(O)(=O)[CH:41]=[CH2:42].C(C1C=CC(C2CCN(C(OC(C)(C)C)=O)CC=2)=NC=1NC1C=CC(CCN2CCCC2)=CC=1)(=O)[NH2:46]. The product is [C:33]([NH:32][CH:28]1[CH2:29][CH2:30][CH2:31][N:26]([C:4]2[N:5]=[C:6]([O:25][C:22]3[CH:21]=[CH:20][C:19]([O:12][C:13]4[CH:18]=[CH:17][CH:16]=[CH:15][CH:14]=4)=[CH:24][CH:23]=3)[C:7]([C:8]([NH2:10])=[O:9])=[CH:2][N:46]=2)[CH2:27]1)(=[O:39])[CH:41]=[CH2:42]. The yield is 0.121. (2) The reactants are [Cl:1][C:2]1[N:9]=[C:8]([CH3:10])[CH:7]=[C:6](Cl)[C:3]=1[C:4]#[N:5].CN(C)C=[O:15]. No catalyst specified. The product is [Cl:1][C:2]1[N:9]=[C:8]([CH3:10])[CH:7]=[C:6]([OH:15])[C:3]=1[C:4]#[N:5]. The yield is 0.841.